This data is from Forward reaction prediction with 1.9M reactions from USPTO patents (1976-2016). The task is: Predict the product of the given reaction. (1) Given the reactants C1(P(C2C=CC=CC=2)C2C=CC=CC=2)C=CC=CC=1.[Cl:20][C:21]1[CH:26]=[CH:25][C:24]([C:27]2[CH:28]=[CH:29][C:30]([C:33]#[C:34][CH2:35][OH:36])=[N:31][CH:32]=2)=[CH:23][CH:22]=1.[N:37]1([CH2:42][C:43]2[CH:48]=[CH:47][C:46](O)=[CH:45][CH:44]=2)[CH2:41][CH2:40][CH2:39][CH2:38]1.N(C(OC(C)C)=O)=NC(OC(C)C)=O, predict the reaction product. The product is: [Cl:20][C:21]1[CH:26]=[CH:25][C:24]([C:27]2[CH:28]=[CH:29][C:30]([C:33]#[C:34][CH2:35][O:36][C:46]3[CH:45]=[CH:44][C:43]([CH2:42][N:37]4[CH2:41][CH2:40][CH2:39][CH2:38]4)=[CH:48][CH:47]=3)=[N:31][CH:32]=2)=[CH:23][CH:22]=1. (2) Given the reactants B.C1COCC1.[CH3:7][O:8][C:9]1[CH:10]=[C:11]([CH:17]=[CH:18][CH:19]=1)[O:12][CH2:13][C:14](O)=[O:15], predict the reaction product. The product is: [CH3:7][O:8][C:9]1[CH:10]=[C:11]([CH:17]=[CH:18][CH:19]=1)[O:12][CH2:13][CH2:14][OH:15]. (3) Given the reactants Br[C:2]1[CH:3]=[C:4]2[C:9](=[CH:10][C:11]=1[O:12][CH3:13])[N:8]=[C:7]([C:14]1[CH:19]=[CH:18][CH:17]=[C:16]([C:20]([F:23])([F:22])[F:21])[CH:15]=1)[C:6]([CH3:24])=[C:5]2[C:25]([O:27][CH3:28])=[O:26].[CH2:29]([S:31]([OH:33])=[O:32])[CH3:30].[Na].IC, predict the reaction product. The product is: [CH2:29]([S:31]([C:2]1[CH:3]=[C:4]2[C:9](=[CH:10][C:11]=1[O:12][CH3:13])[N:8]=[C:7]([C:14]1[CH:19]=[CH:18][CH:17]=[C:16]([C:20]([F:23])([F:22])[F:21])[CH:15]=1)[C:6]([CH3:24])=[C:5]2[C:25]([O:27][CH3:28])=[O:26])(=[O:33])=[O:32])[CH3:30]. (4) Given the reactants [Cl:1][C:2]1[CH:7]=[CH:6][C:5](/[CH:8]=[CH:9]/[C:10]2[CH:11]=[C:12]([N:16]3[C:20]([CH2:21][O:22][CH3:23])=[C:19]([C:24](O)=[O:25])[C:18]([CH2:27][O:28][CH3:29])=[N:17]3)[CH:13]=[CH:14][CH:15]=2)=[CH:4][CH:3]=1.[CH2:30]([N:32]([CH2:38][CH3:39])[CH:33]1[CH2:37][CH2:36][NH:35][CH2:34]1)[CH3:31], predict the reaction product. The product is: [Cl:1][C:2]1[CH:3]=[CH:4][C:5](/[CH:8]=[CH:9]/[C:10]2[CH:11]=[C:12]([N:16]3[C:20]([CH2:21][O:22][CH3:23])=[C:19]([C:24]([N:35]4[CH2:36][CH2:37][CH:33]([N:32]([CH2:38][CH3:39])[CH2:30][CH3:31])[CH2:34]4)=[O:25])[C:18]([CH2:27][O:28][CH3:29])=[N:17]3)[CH:13]=[CH:14][CH:15]=2)=[CH:6][CH:7]=1. (5) Given the reactants Br[C:2]1[CH:9]=[N:8][CH:7]=[CH:6][C:3]=1[CH:4]=O.C([O-])([O-])=O.[K+].[K+].[CH2:16]([O:18][C:19](=[O:22])[CH2:20][SH:21])[CH3:17], predict the reaction product. The product is: [S:21]1[C:2]2=[CH:9][N:8]=[CH:7][CH:6]=[C:3]2[CH:4]=[C:20]1[C:19]([O:18][CH2:16][CH3:17])=[O:22]. (6) The product is: [CH2:41]([C:32]1[CH:33]=[C:34]([CH2:36][CH2:37][C:38]([O:40][CH2:2][CH3:3])=[O:39])[NH:35][CH:31]=1)[CH2:42][CH3:43]. Given the reactants O.[C:2]1(C)C=CC(S(O)(=O)=O)=C[CH:3]=1.[I-].C[N+](C)(C)CCCC1NC=C(CCC)C=1.C([C:31]1[NH:35][C:34]([CH2:36][CH2:37][C:38]([OH:40])=[O:39])=[CH:33][C:32]=1[CH2:41][CH2:42][CH3:43])=O, predict the reaction product. (7) Given the reactants [Br:1][C:2]1[CH:3]=[CH:4][C:5]2[N:6]([C:16]([O:18][C:19]([CH3:22])([CH3:21])[CH3:20])=[O:17])[C:7]3[C:12]([C:13]=2[CH:14]=1)=[CH:11][C:10]([CH3:15])=[CH:9][CH:8]=3.[Br:23]N1C(=O)CCC1=O, predict the reaction product. The product is: [Br:1][C:2]1[CH:3]=[CH:4][C:5]2[N:6]([C:16]([O:18][C:19]([CH3:22])([CH3:21])[CH3:20])=[O:17])[C:7]3[C:12]([C:13]=2[CH:14]=1)=[CH:11][C:10]([CH2:15][Br:23])=[CH:9][CH:8]=3.